Dataset: Full USPTO retrosynthesis dataset with 1.9M reactions from patents (1976-2016). Task: Predict the reactants needed to synthesize the given product. (1) Given the product [N:20]([CH2:2][C:3]([C:5]1[CH:10]=[CH:9][C:8]([O:11][CH2:12][C:13]2[CH:18]=[CH:17][CH:16]=[CH:15][CH:14]=2)=[C:7]([F:19])[CH:6]=1)=[O:4])=[N+:21]=[N-:22], predict the reactants needed to synthesize it. The reactants are: Br[CH2:2][C:3]([C:5]1[CH:10]=[CH:9][C:8]([O:11][CH2:12][C:13]2[CH:18]=[CH:17][CH:16]=[CH:15][CH:14]=2)=[C:7]([F:19])[CH:6]=1)=[O:4].[N-:20]=[N+:21]=[N-:22].[Na+]. (2) Given the product [Cl:23][C:5]1[CH:6]=[C:7]([C:10]([NH:12][CH2:13][C:14]2[CH:22]=[C:21]3[C:17]([CH:18]=[CH:19][NH:20]3)=[CH:16][CH:15]=2)=[O:11])[CH:8]=[CH:9][C:4]=1[C:3]([OH:24])=[O:2], predict the reactants needed to synthesize it. The reactants are: C[O:2][C:3](=[O:24])[C:4]1[CH:9]=[CH:8][C:7]([C:10]([NH:12][CH2:13][C:14]2[CH:22]=[C:21]3[C:17]([CH:18]=[CH:19][NH:20]3)=[CH:16][CH:15]=2)=[O:11])=[CH:6][C:5]=1[Cl:23].O.[OH-].[Li+]. (3) Given the product [NH2:22][C:17]1[CH:18]=[CH:19][CH:20]=[CH:21][C:16]=1[S:13]([NH:12][C:7]1[CH:8]=[CH:9][CH:10]=[C:11]2[C:6]=1[N:5]=[CH:4][CH:3]=[C:2]2[Cl:1])(=[O:15])=[O:14], predict the reactants needed to synthesize it. The reactants are: [Cl:1][C:2]1[C:11]2[C:6](=[C:7]([NH:12][S:13]([C:16]3[CH:21]=[CH:20][CH:19]=[CH:18][C:17]=3[N+:22]([O-])=O)(=[O:15])=[O:14])[CH:8]=[CH:9][CH:10]=2)[N:5]=[CH:4][CH:3]=1.Cl[Sn]Cl.Cl. (4) Given the product [CH3:28][C:15]1[N:16]([CH2:20][O:21][CH2:22][CH2:23][Si:24]([CH3:26])([CH3:25])[CH3:27])[C:17]2[CH:18]=[C:6]([C:5]([O:9][CH2:10][CH3:11])=[O:8])[S:7][C:13]=2[N:14]=1, predict the reactants needed to synthesize it. The reactants are: CC[O-].[Na+].[C:5]([O:9][CH2:10][CH3:11])(=[O:8])[CH2:6][SH:7].Br[C:13]1[N:14]=[C:15]([CH3:28])[N:16]([CH2:20][O:21][CH2:22][CH2:23][Si:24]([CH3:27])([CH3:26])[CH3:25])[C:17]=1[CH:18]=O.CCCCCC. (5) Given the product [Br:11][C:7]1[N:6]=[C:5]([C:3](=[O:4])[CH2:2][OH:13])[CH:10]=[CH:9][CH:8]=1, predict the reactants needed to synthesize it. The reactants are: Br[CH2:2][C:3]([C:5]1[CH:10]=[CH:9][CH:8]=[C:7]([Br:11])[N:6]=1)=[O:4].N([O-])=[O:13].[Na+]. (6) Given the product [F:1][C:2]1[C:35]([NH:36][S:37]([CH2:40][CH2:41][CH3:42])(=[O:39])=[O:38])=[CH:34][CH:33]=[C:32]([F:43])[C:3]=1[C:4]([NH:6][C:7]1[CH:8]=[C:9]2[N:15]=[C:14]([CH:16]3[CH2:21][CH2:20][NH:19][CH2:18][CH2:17]3)[NH:13][C:10]2=[N:11][CH:12]=1)=[O:5], predict the reactants needed to synthesize it. The reactants are: [F:1][C:2]1[C:35]([NH:36][S:37]([CH2:40][CH2:41][CH3:42])(=[O:39])=[O:38])=[CH:34][CH:33]=[C:32]([F:43])[C:3]=1[C:4]([NH:6][C:7]1[CH:8]=[C:9]2[N:15]=[C:14]([CH:16]3[CH2:21][CH2:20][N:19](C(OCC4C=CC=CC=4)=O)[CH2:18][CH2:17]3)[NH:13][C:10]2=[N:11][CH:12]=1)=[O:5].[H][H]. (7) Given the product [F:1][C:2]1[C:25]([F:26])=[CH:24][CH:23]=[CH:22][C:3]=1[CH2:4][N:5]1[C:9]2=[N:10][C:11]([CH3:21])=[C:12]([C:15](=[O:20])[C:16]([O:18][CH3:19])=[O:17])[C:13]([I:14])=[C:8]2[CH:7]=[CH:6]1, predict the reactants needed to synthesize it. The reactants are: [F:1][C:2]1[C:25]([F:26])=[CH:24][CH:23]=[CH:22][C:3]=1[CH2:4][N:5]1[C:9]2=[N:10][C:11]([CH3:21])=[C:12]([CH:15]([OH:20])[C:16]([O:18][CH3:19])=[O:17])[C:13]([I:14])=[C:8]2[CH:7]=[CH:6]1.CC(OI1(OC(C)=O)(OC(C)=O)OC(=O)C2C=CC=CC1=2)=O.[O-]S([O-])(=S)=O.[Na+].[Na+].O.